From a dataset of Forward reaction prediction with 1.9M reactions from USPTO patents (1976-2016). Predict the product of the given reaction. (1) The product is: [Cl:16][C:17]1[C:22]([CH:26]=[O:27])=[N:21][CH:20]=[CH:19][N:18]=1. Given the reactants CC1(C)CCCC(C)(C)N1.C([Li])CCC.[Cl:16][C:17]1[CH:22]=[N:21][CH:20]=[CH:19][N:18]=1.CN([CH:26]=[O:27])C, predict the reaction product. (2) Given the reactants [Cl:1][C:2]1[CH:10]=[CH:9][C:5]([C:6]([OH:8])=O)=[CH:4][C:3]=1[NH:11][C:12]([C:14]1[C:15](=[O:31])[NH:16][C:17]2[C:22]([CH:23]=1)=[CH:21][C:20]([O:24][CH2:25][CH2:26][O:27][CH3:28])=[C:19]([O:29][CH3:30])[CH:18]=2)=[O:13].C(OC(=O)[NH:38][CH2:39][CH:40]([NH2:48])[C:41]1[CH:46]=[CH:45][CH:44]=[C:43]([Cl:47])[CH:42]=1)(C)(C)C, predict the reaction product. The product is: [NH2:38][CH2:39][CH:40]([NH:48][C:6]([C:5]1[CH:9]=[CH:10][C:2]([Cl:1])=[C:3]([NH:11][C:12]([C:14]2[C:15](=[O:31])[NH:16][C:17]3[C:22]([CH:23]=2)=[CH:21][C:20]([O:24][CH2:25][CH2:26][O:27][CH3:28])=[C:19]([O:29][CH3:30])[CH:18]=3)=[O:13])[CH:4]=1)=[O:8])[C:41]1[CH:46]=[CH:45][CH:44]=[C:43]([Cl:47])[CH:42]=1. (3) Given the reactants [C:1]([O:5][C:6](=[O:29])[CH2:7][C@@H:8]([CH2:17][O:18][S:19]([C:22]1[CH:27]=[CH:26][C:25]([CH3:28])=[CH:24][CH:23]=1)(=[O:21])=[O:20])[CH2:9][C@H:10]([CH3:16])[CH2:11][CH2:12][CH2:13][CH2:14][CH3:15])([CH3:4])([CH3:3])[CH3:2].C(OC(=O)C[C@@H](CO)C[C@@H](C)CCCCC)(C)(C)C, predict the reaction product. The product is: [C:1]([O:5][C:6](=[O:29])[CH2:7][C@@H:8]([CH2:17][O:18][S:19]([C:22]1[CH:27]=[CH:26][C:25]([CH3:28])=[CH:24][CH:23]=1)(=[O:21])=[O:20])[CH2:9][C@@H:10]([CH3:16])[CH2:11][CH2:12][CH2:13][CH2:14][CH3:15])([CH3:2])([CH3:3])[CH3:4].